The task is: Predict which catalyst facilitates the given reaction.. This data is from Catalyst prediction with 721,799 reactions and 888 catalyst types from USPTO. (1) Reactant: FC(F)(F)C(O)=O.[F:8][C:9]1[C:14]([O:15][CH3:16])=[CH:13][C:12]([O:17][CH3:18])=[C:11]([F:19])[C:10]=1[N:20]1[CH2:25][C:24]2[CH:26]=[N:27][C:28]([CH2:30][NH:31][C:32](=[O:35])[CH:33]=[CH2:34])=[CH:29][C:23]=2[N:22]([CH2:36][CH:37]2[CH2:42][CH2:41][NH:40][CH2:39][CH2:38]2)[C:21]1=[O:43].C(N(CC)C(C)C)(C)C.Cl[C:54]([O:56][CH3:57])=[O:55]. Product: [C:32]([NH:31][CH2:30][C:28]1[N:27]=[CH:26][C:24]2[CH2:25][N:20]([C:10]3[C:9]([F:8])=[C:14]([O:15][CH3:16])[CH:13]=[C:12]([O:17][CH3:18])[C:11]=3[F:19])[C:21](=[O:43])[N:22]([CH2:36][CH:37]3[CH2:42][CH2:41][N:40]([C:54]([O:56][CH3:57])=[O:55])[CH2:39][CH2:38]3)[C:23]=2[CH:29]=1)(=[O:35])[CH:33]=[CH2:34]. The catalyst class is: 83. (2) Reactant: Br[CH2:2][C:3]1[CH:12]=[CH:11][C:6]([C:7]([O:9][CH3:10])=[O:8])=[CH:5][CH:4]=1.C([O-])([O-])=O.[K+].[K+].[NH:19]1[CH2:24][CH2:23][O:22][CH2:21][CH2:20]1. Product: [O:22]1[CH2:23][CH2:24][N:19]([CH2:2][C:3]2[CH:12]=[CH:11][C:6]([C:7]([O:9][CH3:10])=[O:8])=[CH:5][CH:4]=2)[CH2:20][CH2:21]1. The catalyst class is: 23. (3) The catalyst class is: 8. Reactant: [O:1]1[CH2:6][CH2:5][C:4]([C:12]([O:14]CC)=[O:13])([C:7]([O:9]CC)=[O:8])[CH2:3][CH2:2]1.[OH-].[K+].O. Product: [O:1]1[CH2:2][CH2:3][C:4]([C:7]([OH:9])=[O:8])([C:12]([OH:14])=[O:13])[CH2:5][CH2:6]1. (4) Reactant: [BH4-].[Na+].[CH3:3][O:4][C:5]([C:7]1[S:8][C:9]([CH2:12][CH2:13][CH2:14][C@H:15]2[C@H:19]([Cl:20])[CH2:18][C@@H:17]([O:21][CH:22]3[CH2:27][CH2:26][CH2:25][CH2:24][O:23]3)[C@@H:16]2/[CH:28]=[CH:29]/[C:30](=[O:36])[CH2:31][CH2:32][CH2:33][CH2:34][CH3:35])=[CH:10][CH:11]=1)=[O:6]. Product: [CH3:3][O:4][C:5]([C:7]1[S:8][C:9]([CH2:12][CH2:13][CH2:14][C@H:15]2[C@H:19]([Cl:20])[CH2:18][C@@H:17]([O:21][CH:22]3[CH2:27][CH2:26][CH2:25][CH2:24][O:23]3)[C@@H:16]2/[CH:28]=[CH:29]/[CH:30]([OH:36])[CH2:31][CH2:32][CH2:33][CH2:34][CH3:35])=[CH:10][CH:11]=1)=[O:6]. The catalyst class is: 5. (5) Reactant: [NH3:1].[ClH:2].[NH:3]1[CH:7]=[CH:6][C:5]([C:8](=[NH:12])OCC)=[N:4]1. Product: [ClH:2].[NH:3]1[CH:7]=[CH:6][C:5]([C:8](=[NH:12])[NH2:1])=[N:4]1. The catalyst class is: 5. (6) Product: [N+:8]([C:5]1[CH:6]=[CH:7][C:2]([O:18][C:15]2[CH:16]=[CH:17][C:12]([CH3:11])=[CH:13][CH:14]=2)=[N:3][CH:4]=1)([O-:10])=[O:9]. The catalyst class is: 3. Reactant: Cl[C:2]1[CH:7]=[CH:6][C:5]([N+:8]([O-:10])=[O:9])=[CH:4][N:3]=1.[CH3:11][C:12]1[CH:17]=[CH:16][C:15]([OH:18])=[CH:14][CH:13]=1.C([O-])([O-])=O.[K+].[K+].O. (7) Reactant: [NH2:1][C:2]1[C:3]([C:16]2[O:20][C:19]([C@@:21]([OH:27])([CH3:26])[C:22]([F:25])([F:24])[F:23])=[N:18][N:17]=2)=[N:4][C:5]([O:14][CH3:15])=[C:6]([C:10]([F:13])([F:12])[F:11])[C:7]=1[CH:8]=[CH2:9].C([O-])=O.[NH4+]. Product: [NH2:1][C:2]1[C:3]([C:16]2[O:20][C:19]([C@@:21]([OH:27])([CH3:26])[C:22]([F:25])([F:24])[F:23])=[N:18][N:17]=2)=[N:4][C:5]([O:14][CH3:15])=[C:6]([C:10]([F:12])([F:13])[F:11])[C:7]=1[CH2:8][CH3:9]. The catalyst class is: 320.